This data is from Clinical trial toxicity outcomes and FDA approval status for drugs. The task is: Regression/Classification. Given a drug SMILES string, predict its toxicity properties. Task type varies by dataset: regression for continuous values (e.g., LD50, hERG inhibition percentage) or binary classification for toxic/non-toxic outcomes (e.g., AMES mutagenicity, cardiotoxicity, hepatotoxicity). Dataset: clintox. (1) The result is 0 (passed clinical trial). The molecule is CCc1cc(C(N)=S)ccn1. (2) The compound is C[N+]1(C)CCN(CC(O)(c2ccccc2)C2CCCCC2)CC1. The result is 0 (passed clinical trial). (3) The compound is C[NH2+]CCC(Oc1ccc(C(F)(F)F)cc1)c1ccccc1. The result is 0 (passed clinical trial). (4) The compound is CCCCC[C@H](O)/C=C/[C@H]1[C@H](O)C[C@H](O)[C@@H]1C/C=C\CCCC(=O)[O-]. The result is 0 (passed clinical trial). (5) The compound is C[NH+]1CCc2cccc3c2[C@H]1Cc1ccc(O)c(O)c1-3. The result is 0 (passed clinical trial). (6) The compound is O=C([O-])c1cc(-c2ccc(F)cc2F)ccc1O. The result is 0 (passed clinical trial). (7) The molecule is CCCC(=O)Nc1c(I)cc(I)c(CC(CC)C(=O)[O-])c1I. The result is 0 (passed clinical trial). (8) The molecule is CCOC(=O)[C@H](CCc1ccccc1)[NH2+][C@@H](C)C(=O)N1Cc2ccccc2C[C@H]1C(=O)[O-]. The result is 0 (passed clinical trial).